From a dataset of Peptide-MHC class I binding affinity with 185,985 pairs from IEDB/IMGT. Regression. Given a peptide amino acid sequence and an MHC pseudo amino acid sequence, predict their binding affinity value. This is MHC class I binding data. (1) The peptide sequence is SVKERGPAY. The MHC is HLA-A68:02 with pseudo-sequence HLA-A68:02. The binding affinity (normalized) is 0. (2) The peptide sequence is SCSFKVGHH. The MHC is HLA-A31:01 with pseudo-sequence HLA-A31:01. The binding affinity (normalized) is 0.0597.